This data is from Full USPTO retrosynthesis dataset with 1.9M reactions from patents (1976-2016). The task is: Predict the reactants needed to synthesize the given product. (1) The reactants are: [C:1]([C:4]1[CH:5]=[C:6](B(O)O)[CH:7]=[CH:8][CH:9]=1)(=[O:3])[CH3:2].[F-].[K+].[CH3:15][O:16][C:17](=[O:25])[C:18]1[CH:23]=[CH:22][C:21](Cl)=[CH:20][CH:19]=1. Given the product [C:17]([C:18]1[CH:23]=[CH:22][C:21]([C:6]2[CH:7]=[CH:8][CH:9]=[C:4]([C:1](=[O:3])[CH3:2])[CH:5]=2)=[CH:20][CH:19]=1)([O:16][CH3:15])=[O:25], predict the reactants needed to synthesize it. (2) Given the product [C:1]([C:3]1[C:4]([I:13])=[C:5]([C:10]([NH2:16])=[O:11])[S:6][C:7]=1[S:8][CH3:9])#[N:2], predict the reactants needed to synthesize it. The reactants are: [C:1]([C:3]1[C:4]([I:13])=[C:5]([C:10](O)=[O:11])[S:6][C:7]=1[S:8][CH3:9])#[N:2].Cl.C[N:16](C)CCCN=C=NCC.ON1C2C=CC=CC=2N=N1.[OH-].[NH4+]. (3) Given the product [F:10][C:7]1[CH:8]=[CH:9][C:4]([CH2:3][CH2:2][N:19]2[C:15]3[CH:16]=[CH:17][CH:18]=[C:13]([Cl:12])[C:14]=3[C:24]3[CH2:23][N:22]([CH3:21])[CH2:27][CH2:26][C:25]2=3)=[CH:5][CH:6]=1, predict the reactants needed to synthesize it. The reactants are: Br[CH2:2][CH2:3][C:4]1[CH:9]=[CH:8][C:7]([F:10])=[CH:6][CH:5]=1.Cl.[Cl:12][C:13]1[CH:14]=[C:15]([NH:19]N)[CH:16]=[CH:17][CH:18]=1.[CH3:21][N:22]1[CH2:27][CH2:26][C:25](=O)[CH2:24][CH2:23]1. (4) Given the product [Cl:1][C:2]1[CH:7]=[CH:6][C:5]([C:8]2[N:12](/[CH:13]=[CH:14]/[C:15]([F:18])([F:16])[F:17])[C:11](=[O:20])[N:10]([CH2:21][C:22]([O:24][CH3:25])=[O:23])[N:9]=2)=[CH:4][CH:3]=1, predict the reactants needed to synthesize it. The reactants are: [Cl:1][C:2]1[CH:7]=[CH:6][C:5]([C:8]2[N:12]([CH2:13][C@@H:14](O)[C:15]([F:18])([F:17])[F:16])[C:11](=[O:20])[N:10]([CH2:21][C:22]([O:24][CH3:25])=[O:23])[N:9]=2)=[CH:4][CH:3]=1.FC(F)(F)S(OS(C(F)(F)F)(=O)=O)(=O)=O.Cl. (5) Given the product [Cl:1][C:2]1[CH:7]=[CH:6][C:5]([O:8][C:12]2[CH:17]=[CH:16][CH:15]=[CH:14][C:13]=2[CH2:18][C:19]([OH:21])=[O:20])=[C:4]([O:9][CH3:10])[CH:3]=1, predict the reactants needed to synthesize it. The reactants are: [Cl:1][C:2]1[CH:7]=[CH:6][C:5]([OH:8])=[C:4]([O:9][CH3:10])[CH:3]=1.Cl[C:12]1[CH:17]=[CH:16][CH:15]=[CH:14][C:13]=1[CH2:18][C:19]([OH:21])=[O:20].[Cl-].C(=O)([O-])[O-].[K+].[K+]. (6) Given the product [CH3:88][CH2:87][O:86][Si:85]([O:10][CH2:9][CH3:6])([O:92][CH2:93][CH3:94])[O:89][CH2:90][CH3:91], predict the reactants needed to synthesize it. The reactants are: CCCCO[C@H:6]([CH2:9][OH:10])CC.C(O)CCCO.C(C(CO)(CO)CC)O.O=C=NC1CC(C)(C)CC(C)(CN=C=O)C1.C([O-])(=O)CCCCCCCCCCC.C([O-])(=O)CCCCCCCCCCC.C([Sn+2]CCCC)CCC.N(CCC[Si:85]([O:92][CH2:93][CH3:94])([O:89][CH2:90][CH3:91])[O:86][CH2:87][CH3:88])=C=O.